Task: Predict the reaction yield, written as a fraction of the theoretical maximum amount of product (1.0 means a 100% yield; for example, 0.34 means a 34% yield).. Dataset: Reaction yield outcomes from USPTO patents with 853,638 reactions (1) The reactants are [CH:1]1([C:6]([C:8]2[O:9][C:10]3[CH:17]=[CH:16][C:15]([F:18])=[CH:14][C:11]=3[C:12]=2[CH3:13])=O)[CH2:5][CH2:4][CH2:3][CH2:2]1.[NH2:19][C:20]1[CH:29]=[CH:28][C:23]([C:24]([O:26][CH3:27])=[O:25])=[CH:22][CH:21]=1.C(=O)([O-])O.[Na+].C([BH3-])#N.[Na+]. The catalyst is O1CCCC1.[Ti](Cl)(Cl)(Cl)Cl.C(O)(=O)C.ClCCl.C(N(CC)CC)C. The product is [CH:1]1(/[C:6](=[N:19]\[C:20]2[CH:21]=[CH:22][C:23]([C:24]([O:26][CH3:27])=[O:25])=[CH:28][CH:29]=2)/[C:8]2[O:9][C:10]3[CH:17]=[CH:16][C:15]([F:18])=[CH:14][C:11]=3[C:12]=2[CH3:13])[CH2:5][CH2:4][CH2:3][CH2:2]1. The yield is 0.630. (2) The product is [NH2:17][C:16]1[C:10]2[C:9](=[O:18])[N:8]([C:5]3[CH:6]=[CH:7][C:2]([I:1])=[CH:3][CH:4]=3)[CH2:13][CH2:12][C:11]=2[N:22]=[C:20]([CH3:21])[N:23]=1. The catalyst is CO. The yield is 0.590. The reactants are [I:1][C:2]1[CH:7]=[CH:6][C:5]([N:8]2[CH2:13][CH2:12][C:11](OC)=[C:10]([C:16]#[N:17])[C:9]2=[O:18])=[CH:4][CH:3]=1.Cl.[C:20]([NH2:23])(=[NH:22])[CH3:21].C(N(C(C)C)CC)(C)C. (3) The reactants are C[O:2][C:3](=[O:23])[C:4]1[CH:9]=[CH:8][C:7]([O:10][CH2:11][C:12]2[C:13]([C:17]3[CH:22]=[CH:21][CH:20]=[CH:19][N:18]=3)=[N:14][O:15][CH:16]=2)=[N:6][CH:5]=1.C(OC(C1C(C2C=CC=CN=2)=NOC=1)=O)C. No catalyst specified. The product is [N:18]1[CH:19]=[CH:20][CH:21]=[CH:22][C:17]=1[C:13]1[C:12]([CH2:11][O:10][C:7]2[CH:8]=[CH:9][C:4]([C:3]([OH:23])=[O:2])=[CH:5][N:6]=2)=[CH:16][O:15][N:14]=1. The yield is 0.940. (4) The yield is 0.470. No catalyst specified. The product is [ClH:1].[NH2:14][CH2:13][CH2:12][CH:7]1[C:6]2[C:10](=[CH:11][C:3]([F:2])=[CH:4][CH:5]=2)[NH:9][C:8]1=[O:18]. The reactants are [ClH:1].[F:2][C:3]1[CH:11]=[C:10]2[C:6]([C:7]([CH2:12][CH2:13][NH2:14])=[CH:8][NH:9]2)=[CH:5][CH:4]=1.Cl.CS(C)=[O:18]. (5) The product is [F:1][C:2]1[CH:7]=[C:6]([F:8])[CH:5]=[CH:4][C:3]=1[N:9]1[C:13]([C:14]2[S:23][C:22]3[C:21]4[N:24]=[C:25]([NH:28][CH2:29][CH:30]([OH:31])[CH2:34][OH:33])[CH:26]=[CH:27][C:20]=4[O:19][CH2:18][CH2:17][C:16]=3[CH:15]=2)=[N:12][CH:11]=[N:10]1. The yield is 0.530. The reactants are [F:1][C:2]1[CH:7]=[C:6]([F:8])[CH:5]=[CH:4][C:3]=1[N:9]1[C:13]([C:14]2[S:23][C:22]3[C:21]4[N:24]=[C:25]([NH:28][CH2:29][CH:30]5[CH2:34][O:33]C(C)(C)[O:31]5)[CH:26]=[CH:27][C:20]=4[O:19][CH2:18][CH2:17][C:16]=3[CH:15]=2)=[N:12][CH:11]=[N:10]1. The catalyst is Cl.O1CCOCC1. (6) The reactants are [CH2:1]([C:8]1[N:9]=[C:10]([C:31]([O:33]CC)=[O:32])[S:11][C:12]=1[C:13]1[C:22]2[C:17](=[CH:18][CH:19]=[CH:20][CH:21]=2)[C:16]([S:23](=[O:30])(=[O:29])[NH:24][C:25]([CH3:28])([CH3:27])[CH3:26])=[CH:15][CH:14]=1)[C:2]1[CH:7]=[CH:6][CH:5]=[CH:4][CH:3]=1.CO.[OH-].[K+:39]. The catalyst is O. The product is [CH2:1]([C:8]1[N:9]=[C:10]([C:31]([O-:33])=[O:32])[S:11][C:12]=1[C:13]1[C:22]2[C:17](=[CH:18][CH:19]=[CH:20][CH:21]=2)[C:16]([S:23](=[O:30])(=[O:29])[NH:24][C:25]([CH3:28])([CH3:26])[CH3:27])=[CH:15][CH:14]=1)[C:2]1[CH:7]=[CH:6][CH:5]=[CH:4][CH:3]=1.[K+:39]. The yield is 0.960. (7) The reactants are [N:1]1[C:10]2[C:5](=[CH:6][CH:7]=[CH:8][CH:9]=2)[CH:4]=[CH:3][C:2]=1[N:11]1[CH2:16][CH2:15][N:14]([CH:17](C)[CH2:18][CH2:19]C(NC2C=CC=CC=2C(O)=O)=O)[CH2:13][CH2:12]1.[C:33]([O:36][C:37](=O)[CH3:38])(=[O:35])[CH3:34]. No catalyst specified. The product is [N:1]1[C:10]2[C:5](=[CH:6][CH:7]=[CH:8][CH:9]=2)[CH:4]=[CH:3][C:2]=1[N:11]1[CH2:12][CH2:13][N:14]([CH2:17][CH2:18][CH2:19][CH2:38][C:37]2[O:36][C:33](=[O:35])[C:34]3[CH:6]=[CH:5][CH:4]=[CH:3][C:2]=3[N:1]=2)[CH2:15][CH2:16]1. The yield is 1.00.